Dataset: Catalyst prediction with 721,799 reactions and 888 catalyst types from USPTO. Task: Predict which catalyst facilitates the given reaction. (1) Reactant: C(=O)([O-])[O-].[Cs+].[Cs+].[NH2:7][C:8]1[O:9][CH2:10][C@:11]2([C:25]3[C:20](=[N:21][CH:22]=[C:23]([N:26]4[CH2:31][CH2:30][O:29][CH2:28][CH2:27]4)[CH:24]=3)[O:19][C:18]3[C:13]2=[CH:14][C:15]([OH:32])=[CH:16][CH:17]=3)[N:12]=1.C1C=CC(N([S:40]([C:43]([F:46])([F:45])[F:44])(=[O:42])=[O:41])[S:40]([C:43]([F:46])([F:45])[F:44])(=[O:42])=[O:41])=CC=1. Product: [F:44][C:43]([F:46])([F:45])[S:40]([O:32][C:15]1[CH:14]=[C:13]2[C@@:11]3([CH2:10][O:9][C:8]([NH2:7])=[N:12]3)[C:25]3[C:20](=[N:21][CH:22]=[C:23]([N:26]4[CH2:27][CH2:28][O:29][CH2:30][CH2:31]4)[CH:24]=3)[O:19][C:18]2=[CH:17][CH:16]=1)(=[O:42])=[O:41]. The catalyst class is: 18. (2) Reactant: [Br:1][C:2]1[CH:21]=[CH:20][C:5]([O:6][CH2:7][CH2:8][CH:9]([C:15](OCC)=[O:16])[C:10](OCC)=[O:11])=[CH:4][CH:3]=1.[BH4-].[Na+]. Product: [Br:1][C:2]1[CH:3]=[CH:4][C:5]([O:6][CH2:7][CH2:8][CH:9]([CH2:15][OH:16])[CH2:10][OH:11])=[CH:20][CH:21]=1. The catalyst class is: 5. (3) Reactant: Br[C:2]1[C:3]([N:12]([CH2:15][CH:16]2[CH2:20][CH2:19][CH2:18][CH2:17]2)[CH2:13][CH3:14])=[N:4][CH:5]=[C:6]([C:8]([F:11])([F:10])[F:9])[CH:7]=1.C([Li])CCC.CN([CH:29]=[O:30])C.[Cl-].[NH4+]. Product: [CH:16]1([CH2:15][N:12]([CH2:13][CH3:14])[C:3]2[C:2]([CH:29]=[O:30])=[CH:7][C:6]([C:8]([F:11])([F:10])[F:9])=[CH:5][N:4]=2)[CH2:20][CH2:19][CH2:18][CH2:17]1. The catalyst class is: 56. (4) Reactant: [CH3:1][O:2][CH2:3][CH2:4][CH2:5][CH2:6]/[C:7](/[C:13]1[CH:14]=[CH:15][C:16]([C:19]([F:22])([F:21])[F:20])=[CH:17][CH:18]=1)=[N:8]\[O:9][CH2:10][CH2:11][NH2:12].C(/C(O)=O)=C/C(O)=O.COCCCCC(=NO)C1C=CC(C(F)(F)F)=CC=1.Cl.ClCCN.[OH-].[K+]. Product: [CH3:1][O:2][CH2:3][CH2:4][CH2:5][CH2:6]/[C:7](/[C:13]1[CH:14]=[CH:15][C:16]([C:19]([F:20])([F:22])[F:21])=[CH:17][CH:18]=1)=[N:8]\[O:9][CH2:10][CH2:11][NH2:12]. The catalyst class is: 11. (5) Reactant: Br[C:2]1[CH:7]=[CH:6][C:5]([Br:8])=[CH:4][N:3]=1.[OH:9][C@H:10]1[CH2:14][CH2:13][NH:12][CH2:11]1. Product: [Br:8][C:5]1[CH:6]=[CH:7][C:2]([N:12]2[CH2:13][CH2:14][C@H:10]([OH:9])[CH2:11]2)=[N:3][CH:4]=1. The catalyst class is: 11. (6) Product: [C:20]([C:19]1[CH:22]=[CH:23][C:16]([C:14](=[O:15])[CH2:13][N:1]2[CH2:6][CH2:5][CH2:4][C@H:3]([C:7]([O:9][CH2:10][CH3:11])=[O:8])[CH2:2]2)=[CH:17][CH:18]=1)#[N:21]. Reactant: [NH:1]1[CH2:6][CH2:5][CH2:4][C@H:3]([C:7]([O:9][CH2:10][CH3:11])=[O:8])[CH2:2]1.Br[CH2:13][C:14]([C:16]1[CH:23]=[CH:22][C:19]([C:20]#[N:21])=[CH:18][CH:17]=1)=[O:15]. The catalyst class is: 11.